Dataset: Catalyst prediction with 721,799 reactions and 888 catalyst types from USPTO. Task: Predict which catalyst facilitates the given reaction. (1) Reactant: [NH:1]1[C:5]2[CH:6]=[CH:7][CH:8]=[CH:9][C:4]=2[CH2:3][S:2]1(=[O:11])=[O:10].[Br:12]Br.C([O-])(=O)C.[K+]. Product: [Br:12][C:8]1[CH:7]=[CH:6][C:5]2[NH:1][S:2](=[O:10])(=[O:11])[CH2:3][C:4]=2[CH:9]=1. The catalyst class is: 15. (2) Reactant: [F:1][C:2]1[CH:7]=[CH:6][CH:5]=[C:4]([F:8])[C:3]=1[C:9]1[C:18]2[CH:17]=[C:16]([CH2:19][OH:20])[CH:15]=[CH:14][C:13]=2[C:12]2=[N:21][N:22](COCC[Si](C)(C)C)[C:23]([NH:24][CH:25]3[CH2:30][CH2:29][N:28]([S:31]([NH2:34])(=[O:33])=[O:32])[CH2:27][CH2:26]3)=[C:11]2[N:10]=1.C(Cl)Cl.C(O)(C(F)(F)F)=O.N. Product: [F:1][C:2]1[CH:7]=[CH:6][CH:5]=[C:4]([F:8])[C:3]=1[C:9]1[C:18]2[CH:17]=[C:16]([CH2:19][OH:20])[CH:15]=[CH:14][C:13]=2[C:12]2[NH:21][N:22]=[C:23]([NH:24][CH:25]3[CH2:30][CH2:29][N:28]([S:31]([NH2:34])(=[O:33])=[O:32])[CH2:27][CH2:26]3)[C:11]=2[N:10]=1. The catalyst class is: 6. (3) Reactant: O.[OH-].[Li+].[F:4][C:5]([F:33])([F:32])[C:6]1[N:10]2[N:11]=[C:12]([N:15]3[CH2:20][CH2:19][CH:18]([C:21]4[CH:31]=[CH:30][C:24]([O:25][CH2:26][C:27]([O-:29])=[O:28])=[CH:23][CH:22]=4)[CH2:17][CH2:16]3)[CH:13]=[CH:14][C:9]2=[N:8][N:7]=1.O.CO. Product: [F:33][C:5]([F:4])([F:32])[C:6]1[N:10]2[N:11]=[C:12]([N:15]3[CH2:20][CH2:19][CH:18]([C:21]4[CH:31]=[CH:30][C:24]([O:25][CH2:26][C:27]([OH:29])=[O:28])=[CH:23][CH:22]=4)[CH2:17][CH2:16]3)[CH:13]=[CH:14][C:9]2=[N:8][N:7]=1. The catalyst class is: 1. (4) Reactant: C[O:2][C:3]([C:5]1[N:6]=[CH:7][N:8]([C:16]2[CH:21]=[CH:20][CH:19]=[C:18]([N:22]3[CH2:27][CH2:26][O:25][CH2:24][CH2:23]3)[CH:17]=2)[C:9]=1[C:10]1[CH:15]=[CH:14][CH:13]=[CH:12][CH:11]=1)=[O:4].[OH-].[Na+].O.Cl. Product: [O:25]1[CH2:26][CH2:27][N:22]([C:18]2[CH:17]=[C:16]([N:8]3[C:9]([C:10]4[CH:15]=[CH:14][CH:13]=[CH:12][CH:11]=4)=[C:5]([C:3]([OH:4])=[O:2])[N:6]=[CH:7]3)[CH:21]=[CH:20][CH:19]=2)[CH2:23][CH2:24]1. The catalyst class is: 5. (5) Reactant: [CH3:1][N:2]([CH:10]1[CH2:15][CH2:14][N:13]([CH3:16])[CH2:12][CH2:11]1)[C:3]1[CH:8]=[CH:7][CH:6]=[C:5]([NH2:9])[N:4]=1.Cl.[C:18]([Cl:26])(=[O:25])[C:19]1[CH:24]=[CH:23][N:22]=[CH:21][CH:20]=1. Product: [ClH:26].[CH3:1][N:2]([CH:10]1[CH2:15][CH2:14][N:13]([CH3:16])[CH2:12][CH2:11]1)[C:3]1[N:4]=[C:5]([NH:9][C:18](=[O:25])[C:19]2[CH:24]=[CH:23][N:22]=[CH:21][CH:20]=2)[CH:6]=[CH:7][CH:8]=1. The catalyst class is: 17. (6) Reactant: FC(F)(F)S(O[C:7]1[N:11]([CH3:12])[N:10]=[C:9]([CH3:13])[C:8]=1[CH3:14])(=O)=O.[CH3:17][N:18]([CH3:37])[CH:19]1[C:27]2[C:22](=[CH:23][CH:24]=[C:25](B3OC(C)(C)C(C)(C)O3)[CH:26]=2)[CH2:21][CH2:20]1.Cl. Product: [CH3:17][N:18]([CH3:37])[CH:19]1[C:27]2[C:22](=[CH:23][CH:24]=[C:25]([C:7]3[N:11]([CH3:12])[N:10]=[C:9]([CH3:13])[C:8]=3[CH3:14])[CH:26]=2)[CH2:21][CH2:20]1. The catalyst class is: 104. (7) Reactant: [CH2:1]([N:8]1[CH2:13][CH2:12][C:11](OCC)(OCC)[CH:10]([NH2:20])[CH2:9]1)[C:2]1[CH:7]=[CH:6][CH:5]=[CH:4][CH:3]=1.[C:21]1([CH3:30])[CH:26]=[CH:25][CH:24]=[C:23]([N:27]=[C:28]=S)[CH:22]=1. Product: [CH2:1]([N:8]1[CH2:13][CH2:12][C:11]2[N:27]([C:23]3[CH:22]=[C:21]([CH3:30])[CH:26]=[CH:25][CH:24]=3)[CH:28]=[N:20][C:10]=2[CH2:9]1)[C:2]1[CH:3]=[CH:4][CH:5]=[CH:6][CH:7]=1. The catalyst class is: 22. (8) Reactant: [C:1]([O:5][CH3:6])(=[O:4])[CH2:2][SH:3].C[O-].[Na+].Br[CH:11]([CH2:16][CH3:17])[C:12]([O:14][CH3:15])=[O:13]. Product: [CH3:6][O:5][C:1](=[O:4])[CH2:2][S:3][CH2:17][CH2:16][CH2:11][C:12]([O:14][CH3:15])=[O:13]. The catalyst class is: 5. (9) Product: [Br:53][C:54]1[CH:55]=[CH:56][C:57]([OH:63])=[C:58]([C:60](=[O:62])/[CH:61]=[CH:65]/[N:64]([CH3:69])[CH3:17])[CH:59]=1. Reactant: C1C2C3C(C=CC=2OCC=1)=CC=CC=3.N1C=C[CH:17]=N1.O1C2C(=CC=C3C=CC4SC=CC=4C3=2)C=CC1.OC1C2C(=CC=CC=2)C=CC=1C(=O)C.[P].[S].[Br:53][C:54]1[CH:55]=[CH:56][C:57]([OH:63])=[C:58]([C:60](=[O:62])[CH3:61])[CH:59]=1.[N:64]1[CH:69]=CC=C[CH:65]=1. The catalyst class is: 11. (10) Reactant: [Cl:1][C:2]1[N:3]=[C:4]([C:9]([NH:11][C@H:12]2[CH2:17][CH2:16][N:15]([C:18]3[S:19][C:20]([C:25]([O:27][CH2:28][CH3:29])=[O:26])=[C:21]([CH2:23][OH:24])[N:22]=3)[CH2:14][C@H:13]2[O:30][CH3:31])=[O:10])[NH:5][C:6]=1[CH2:7][CH3:8].CC(OI1(OC(C)=O)(OC(C)=O)OC(=O)C2C=CC=CC1=2)=O.C(=O)(O)[O-].[Na+]. Product: [Cl:1][C:2]1[N:3]=[C:4]([C:9]([NH:11][C@H:12]2[CH2:17][CH2:16][N:15]([C:18]3[S:19][C:20]([C:25]([O:27][CH2:28][CH3:29])=[O:26])=[C:21]([CH:23]=[O:24])[N:22]=3)[CH2:14][C@H:13]2[O:30][CH3:31])=[O:10])[NH:5][C:6]=1[CH2:7][CH3:8]. The catalyst class is: 4.